This data is from Merck oncology drug combination screen with 23,052 pairs across 39 cell lines. The task is: Regression. Given two drug SMILES strings and cell line genomic features, predict the synergy score measuring deviation from expected non-interaction effect. (1) Drug 1: CC1(c2nc3c(C(N)=O)cccc3[nH]2)CCCN1. Drug 2: NC1CCCCC1N.O=C(O)C(=O)O.[Pt+2]. Cell line: EFM192B. Synergy scores: synergy=0.245. (2) Drug 1: CCC1(O)CC2CN(CCc3c([nH]c4ccccc34)C(C(=O)OC)(c3cc4c(cc3OC)N(C)C3C(O)(C(=O)OC)C(OC(C)=O)C5(CC)C=CCN6CCC43C65)C2)C1. Drug 2: COC1CC2CCC(C)C(O)(O2)C(=O)C(=O)N2CCCCC2C(=O)OC(C(C)CC2CCC(OP(C)(C)=O)C(OC)C2)CC(=O)C(C)C=C(C)C(O)C(OC)C(=O)C(C)CC(C)C=CC=CC=C1C. Cell line: NCIH1650. Synergy scores: synergy=13.7. (3) Synergy scores: synergy=1.46. Drug 1: NC1(c2ccc(-c3nc4ccn5c(=O)[nH]nc5c4cc3-c3ccccc3)cc2)CCC1. Cell line: T47D. Drug 2: CCc1cnn2c(NCc3ccc[n+]([O-])c3)cc(N3CCCCC3CCO)nc12. (4) Drug 1: Cn1nnc2c(C(N)=O)ncn2c1=O. Drug 2: C=CCn1c(=O)c2cnc(Nc3ccc(N4CCN(C)CC4)cc3)nc2n1-c1cccc(C(C)(C)O)n1. Cell line: T47D. Synergy scores: synergy=-25.6. (5) Drug 1: O=c1[nH]cc(F)c(=O)[nH]1. Drug 2: CCN(CC)CCNC(=O)c1c(C)[nH]c(C=C2C(=O)Nc3ccc(F)cc32)c1C. Cell line: OV90. Synergy scores: synergy=3.66.